This data is from Catalyst prediction with 721,799 reactions and 888 catalyst types from USPTO. The task is: Predict which catalyst facilitates the given reaction. (1) Reactant: [CH3:1][N:2]([CH3:17])[C:3]1[CH:12]=[CH:11][CH:10]=[C:9]2[C:4]=1[CH:5]=[CH:6][CH:7]=[C:8]2[S:13]([Cl:16])(=[O:15])=[O:14].FC(F)(F)S(O[C:24]1[CH:29]=[CH:28]C=[CH:26][C:25]=1[Si](C)(C)C)(=O)=O.[F-].[K+].C1OCCOCCOCCOCCOCCOC1. The catalyst class is: 1. Product: [CH3:1][N:2]([C:17]1[CH:28]=[CH:29][CH:24]=[CH:25][CH:26]=1)[C:3]1[CH:12]=[CH:11][CH:10]=[C:9]2[C:4]=1[CH:5]=[CH:6][CH:7]=[C:8]2[S:13]([Cl:16])(=[O:15])=[O:14]. (2) Reactant: [I:1][C:2]1[CH:3]=[C:4]2[C:9](=[CH:10][CH:11]=1)[C:8](=[O:12])[NH:7][C:6](=[O:13])/[C:5]/2=[CH:14]/OC.Cl.Cl.[NH2:19][C:20]1[CH:25]=[CH:24][C:23]([CH2:26][NH2:27])=[CH:22][C:21]=1[OH:28].C(N(CC)CC)C. Product: [NH2:19][C:20]1[CH:25]=[CH:24][C:23]([CH2:26][NH:27]/[CH:14]=[C:5]2\[C:6](=[O:13])[NH:7][C:8](=[O:12])[C:9]3[C:4]\2=[CH:3][C:2]([I:1])=[CH:11][CH:10]=3)=[CH:22][C:21]=1[OH:28]. The catalyst class is: 9.